From a dataset of Catalyst prediction with 721,799 reactions and 888 catalyst types from USPTO. Predict which catalyst facilitates the given reaction. (1) Reactant: Cl[C:2]1[CH:7]=[C:6]([Cl:8])[N:5]=[N:4][C:3]=1[C:9]([NH2:11])=[O:10].[CH3:12][O:13][C:14]1[C:20]([C:21]2[N:25]=[CH:24][N:23]([CH3:26])[N:22]=2)=[CH:19][CH:18]=[CH:17][C:15]=1[NH2:16].[Li+].C[Si]([N-][Si](C)(C)C)(C)C.Cl. Product: [Cl:8][C:6]1[N:5]=[N:4][C:3]([C:9]([NH2:11])=[O:10])=[C:2]([NH:16][C:15]2[CH:17]=[CH:18][CH:19]=[C:20]([C:21]3[N:25]=[CH:24][N:23]([CH3:26])[N:22]=3)[C:14]=2[O:13][CH3:12])[CH:7]=1. The catalyst class is: 1. (2) Reactant: C([O:4][C@H:5]1[CH2:22][CH2:21][C@@:20]2([CH3:23])[C@@H:7]([CH2:8][CH2:9][C@:10]3([CH3:41])[C@@H:19]2[CH2:18][CH2:17][C@H:16]2[C@@:11]3([CH3:40])[CH2:12][CH2:13][C@@:14]3([C:30](=[O:39])[NH:31][CH:32]4[CH2:36][CH:35]([CH2:37][OH:38])[CH:34]=[CH:33]4)[CH2:26][CH2:25][C@@H:24]([C:27]([CH3:29])=[CH2:28])[C@@H:15]32)[C:6]1([CH3:43])[CH3:42])(=O)C.C1COCC1.[OH-].[Na+]. Product: [OH:4][C@H:5]1[CH2:22][CH2:21][C@@:20]2([CH3:23])[C@@H:7]([CH2:8][CH2:9][C@:10]3([CH3:41])[C@@H:19]2[CH2:18][CH2:17][C@H:16]2[C@@:11]3([CH3:40])[CH2:12][CH2:13][C@@:14]3([C:30]([NH:31][CH:32]4[CH2:36][CH:35]([CH2:37][OH:38])[CH:34]=[CH:33]4)=[O:39])[CH2:26][CH2:25][C@@H:24]([C:27]([CH3:29])=[CH2:28])[C@@H:15]32)[C:6]1([CH3:43])[CH3:42]. The catalyst class is: 5. (3) Product: [CH2:11]([S:10][C:6]1[CH:5]=[C:4]([CH2:3][OH:2])[CH:9]=[CH:8][CH:7]=1)[CH:12]([CH3:14])[CH3:13]. Reactant: C[O:2][C:3](=O)[C:4]1[CH:9]=[CH:8][CH:7]=[C:6]([S:10][CH2:11][CH:12]([CH3:14])[CH3:13])[CH:5]=1.[BH4-].[Li+].C(OCC)(=O)C. The catalyst class is: 1. (4) Reactant: B(Br)(Br)Br.C[O:6][C:7]1[CH:12]=[CH:11][C:10]([C:13]2[C:14]([C:19]3[CH:24]=[CH:23][C:22]([C:25]#[C:26][C:27]4[CH:36]=[CH:35][C:34]5[C:29](=[CH:30][CH:31]=[CH:32][CH:33]=5)[N:28]=4)=[CH:21][CH:20]=3)=[N:15][N:16]([CH3:18])[CH:17]=2)=[CH:9][CH:8]=1.C([O-])(O)=O.[Na+]. Product: [CH3:18][N:16]1[CH:17]=[C:13]([C:10]2[CH:9]=[CH:8][C:7]([OH:6])=[CH:12][CH:11]=2)[C:14]([C:19]2[CH:20]=[CH:21][C:22]([C:25]#[C:26][C:27]3[CH:36]=[CH:35][C:34]4[C:29](=[CH:30][CH:31]=[CH:32][CH:33]=4)[N:28]=3)=[CH:23][CH:24]=2)=[N:15]1. The catalyst class is: 2. (5) Reactant: C(O)(=O)C.C(OC([NH:12][NH:13][C:14](=[O:23])[C:15]1[CH:20]=[CH:19][C:18]([F:21])=[C:17]([CH3:22])[CH:16]=1)=O)(C)(C)C. Product: [F:21][C:18]1[CH:19]=[CH:20][C:15]([C:14]([NH:13][NH2:12])=[O:23])=[CH:16][C:17]=1[CH3:22]. The catalyst class is: 4.